This data is from Reaction yield outcomes from USPTO patents with 853,638 reactions. The task is: Predict the reaction yield, written as a fraction of the theoretical maximum amount of product (1.0 means a 100% yield; for example, 0.34 means a 34% yield). (1) The reactants are [OH:1][C:2]1[CH:3]=[C:4]([CH:8]=[CH:9][C:10]=1[F:11])[C:5]([OH:7])=O.C(N(CC)CC)C.CCN=C=NCCCN(C)C.Cl.[CH3:31][NH:32][O:33][CH3:34]. The catalyst is C(Cl)Cl. The product is [F:11][C:10]1[CH:9]=[CH:8][C:4]([C:5]([N:32]([O:33][CH3:34])[CH3:31])=[O:7])=[CH:3][C:2]=1[OH:1]. The yield is 0.740. (2) The reactants are Br[CH2:2][CH2:3][O:4][C:5]1[CH:10]=[CH:9][C:8]([C:11]2[N:12]([CH2:24][CH3:25])[C:13]3[C:18]([C:19]=2[C:20]#[N:21])=[CH:17][CH:16]=[C:15]([O:22][CH3:23])[CH:14]=3)=[CH:7][CH:6]=1.[N-:26]=[N+:27]=[N-:28].[Na+]. The catalyst is CO. The product is [N:26]([CH2:2][CH2:3][O:4][C:5]1[CH:10]=[CH:9][C:8]([C:11]2[N:12]([CH2:24][CH3:25])[C:13]3[C:18]([C:19]=2[C:20]#[N:21])=[CH:17][CH:16]=[C:15]([O:22][CH3:23])[CH:14]=3)=[CH:7][CH:6]=1)=[N+:27]=[N-:28]. The yield is 0.800. (3) The reactants are [H-].[Al+3].[Li+].[H-].[H-].[H-].[Cl-].[Al+3].[Cl-].[Cl-].[Cl:11][C:12]1[C:17]([C:18](OC)=[O:19])=[CH:16][N:15]=[C:14]([Cl:22])[CH:13]=1. The catalyst is CCOCC. The product is [Cl:11][C:12]1[CH:13]=[C:14]([Cl:22])[N:15]=[CH:16][C:17]=1[CH2:18][OH:19]. The yield is 0.430. (4) The reactants are [CH3:1][C:2]1[CH:14]=[CH:13][C:5]([CH:6]=[C:7]2[CH2:11][CH2:10][CH2:9][C:8]2=[O:12])=[CH:4][CH:3]=1.[Cl-:15].[CH3:16][N+:17](=[CH2:19])[CH3:18]. The catalyst is C(#N)C. The product is [ClH:15].[CH3:1][C:2]1[CH:14]=[CH:13][C:5]([CH:6]=[C:7]2[CH2:11][CH2:10][CH:9]([CH2:16][N:17]([CH3:19])[CH3:18])[C:8]2=[O:12])=[CH:4][CH:3]=1. The yield is 0.752. (5) The reactants are Br[C:2]1[CH:7]=[CH:6][C:5]([Br:8])=[CH:4][N:3]=1.[NH:9]1[CH2:13][CH2:12][CH2:11][CH2:10]1. The catalyst is C(O)CCC. The product is [Br:8][C:5]1[CH:6]=[CH:7][C:2]([N:9]2[CH2:13][CH2:12][CH2:11][CH2:10]2)=[N:3][CH:4]=1. The yield is 0.980. (6) The reactants are [CH3:1][C:2]1[CH:10]=[CH:9][C:8]([N+:11]([O-:13])=[O:12])=[CH:7][C:3]=1[C:4]([OH:6])=[O:5].OS(O)(=O)=O.[CH3:19]O. No catalyst specified. The product is [CH3:19][O:5][C:4](=[O:6])[C:3]1[CH:7]=[C:8]([N+:11]([O-:13])=[O:12])[CH:9]=[CH:10][C:2]=1[CH3:1]. The yield is 0.730. (7) The reactants are [CH3:1][S:2](Cl)(=[O:4])=[O:3].[O:6]1[CH2:11][CH2:10][CH2:9][CH2:8][CH:7]1[O:12][CH2:13][C:14]#[C:15][CH2:16][OH:17].O.[Na+].[Cl-]. The catalyst is C(Cl)Cl. The product is [S:2]([O:17][CH2:16][C:15]#[C:14][CH2:13][O:12][CH:7]1[CH2:8][CH2:9][CH2:10][CH2:11][O:6]1)(=[O:4])(=[O:3])[CH3:1]. The yield is 0.550.